From a dataset of Catalyst prediction with 721,799 reactions and 888 catalyst types from USPTO. Predict which catalyst facilitates the given reaction. (1) Reactant: Cl[C:2]1[C:7]([C:8]([F:11])([F:10])[F:9])=[CH:6][N:5]=[C:4]([NH:12][CH2:13][C:14]2[CH:15]=[N:16][CH:17]=[CH:18][C:19]=2[C:20]([F:23])([F:22])[F:21])[N:3]=1.[NH2:24][C@@H:25]1[CH2:30][C@@H:29]([OH:31])[C@H:28]([CH3:32])[CH2:27][CH2:26]1.CCN(C(C)C)C(C)C. Product: [CH3:32][C@@H:28]1[CH2:27][CH2:26][C@H:25]([NH:24][C:2]2[C:7]([C:8]([F:11])([F:10])[F:9])=[CH:6][N:5]=[C:4]([NH:12][CH2:13][C:14]3[CH:15]=[N:16][CH:17]=[CH:18][C:19]=3[C:20]([F:23])([F:22])[F:21])[N:3]=2)[CH2:30][C@H:29]1[OH:31]. The catalyst class is: 1. (2) Reactant: Cl.C(N=C=[N:6][CH2:7][CH2:8][CH2:9][N:10](C)C)C.[CH3:13][CH:14]([CH2:18][CH2:19][S:20][C:21]1[N:22]([C:31]2[CH:36]=[CH:35][C:34]([O:37][CH2:38][C:39]([F:42])([F:41])[F:40])=[CH:33][CH:32]=2)[C:23](=[O:30])[C:24]2[NH:29][CH:28]=[CH:27][C:25]=2[N:26]=1)[C:15]([OH:17])=O.NCCC#N.ON1C2C=CC=CC=2N=N1. Product: [C:7]([CH2:8][CH2:9][NH:10][C:15](=[O:17])[CH:14]([CH3:13])[CH2:18][CH2:19][S:20][C:21]1[N:22]([C:31]2[CH:32]=[CH:33][C:34]([O:37][CH2:38][C:39]([F:42])([F:41])[F:40])=[CH:35][CH:36]=2)[C:23](=[O:30])[C:24]2[NH:29][CH:28]=[CH:27][C:25]=2[N:26]=1)#[N:6]. The catalyst class is: 9. (3) Reactant: [N+:1]([C:4]1[CH:5]=[C:6]([CH:8]=[CH:9][CH:10]=1)[NH2:7])([O-:3])=[O:2].Cl[CH2:12][C:13](Cl)=[O:14].[CH2:16]([NH:18][CH2:19][CH3:20])[CH3:17]. Product: [CH2:16]([N:18]([CH2:19][CH3:20])[CH2:12][C:13]([NH:7][C:6]1[CH:8]=[CH:9][CH:10]=[C:4]([N+:1]([O-:3])=[O:2])[CH:5]=1)=[O:14])[CH3:17]. The catalyst class is: 1. (4) Reactant: [CH2:1]([O:8][C:9]1[CH:28]=[CH:27][C:12]([O:13][C:14]2[C:22]([CH3:23])=[CH:21][C:20]([N+:24]([O-:26])=[O:25])=[C:19]3[C:15]=2[CH2:16][CH2:17][CH2:18]3)=[CH:11][C:10]=1[CH2:29][Cl:30])[C:2]1[CH:7]=[CH:6][CH:5]=[CH:4][CH:3]=1.[C:31]1([P:37]([C:44]2[CH:49]=[CH:48][CH:47]=[CH:46][CH:45]=2)[C:38]2[CH:43]=[CH:42][CH:41]=[CH:40][CH:39]=2)[CH:36]=[CH:35][CH:34]=[CH:33][CH:32]=1. Product: [Cl-:30].[CH2:1]([O:8][C:9]1[CH:28]=[CH:27][C:12]([O:13][C:14]2[C:22]([CH3:23])=[CH:21][C:20]([N+:24]([O-:26])=[O:25])=[C:19]3[C:15]=2[CH2:16][CH2:17][CH2:18]3)=[CH:11][C:10]=1[CH2:29][P+:37]([C:38]1[CH:39]=[CH:40][CH:41]=[CH:42][CH:43]=1)([C:44]1[CH:49]=[CH:48][CH:47]=[CH:46][CH:45]=1)[C:31]1[CH:32]=[CH:33][CH:34]=[CH:35][CH:36]=1)[C:2]1[CH:7]=[CH:6][CH:5]=[CH:4][CH:3]=1. The catalyst class is: 11. (5) Reactant: [CH3:1][O:2][C:3]1[C:12]2[NH:11][C:10](=[O:13])[CH2:9][CH2:8][C:7]=2[C:6]([CH:14]=[O:15])=[CH:5][CH:4]=1.[CH2:16](O)[CH2:17][OH:18].C(=O)(O)[O-].[Na+]. Product: [O:15]1[CH2:16][CH2:17][O:18][CH:14]1[C:6]1[CH:5]=[CH:4][C:3]([O:2][CH3:1])=[C:12]2[C:7]=1[CH2:8][CH2:9][C:10](=[O:13])[NH:11]2. The catalyst class is: 743. (6) Reactant: [OH-].[K+].[O:3]1[CH2:8][CH2:7][CH:6]([CH2:9][S:10]C(=O)C)[CH2:5][CH2:4]1.Br[C:15]([CH3:22])([CH3:21])[C:16]([O:18][CH2:19][CH3:20])=[O:17]. Product: [CH2:19]([O:18][C:16](=[O:17])[C:15]([CH3:22])([S:10][CH2:9][CH:6]1[CH2:7][CH2:8][O:3][CH2:4][CH2:5]1)[CH3:21])[CH3:20]. The catalyst class is: 8.